This data is from Full USPTO retrosynthesis dataset with 1.9M reactions from patents (1976-2016). The task is: Predict the reactants needed to synthesize the given product. (1) Given the product [CH2:28]([O:20][C:19]([C:18]1[S:17][C:7]2[CH:14]=[C:13]([O:15][CH3:16])[CH:12]=[CH:11][C:8]=2[CH:9]=1)=[O:21])[CH3:29], predict the reactants needed to synthesize it. The reactants are: CN(C)C=O.F[C:7]1[CH:14]=[C:13]([O:15][CH3:16])[CH:12]=[CH:11][C:8]=1[CH:9]=O.[SH:17][CH2:18][C:19]([O-:21])=[O:20].C(=O)([O-])[O-].[K+].[K+].[C:28](OCC)(=O)[CH3:29]. (2) Given the product [NH2:1][C:2]1[C:11]2[CH:10]=[CH:9][CH:8]=[C:7]([C:26]3[CH:31]=[N:30][CH:29]=[CH:28][N:27]=3)[C:6]=2[N:5]=[C:4]2[CH2:13][N:14]([CH:17]3[CH2:20][CH2:19][CH2:18]3)[C:15](=[O:16])[C:3]=12, predict the reactants needed to synthesize it. The reactants are: [NH2:1][C:2]1[C:11]2[CH:10]=[CH:9][CH:8]=[C:7](Br)[C:6]=2[N:5]=[C:4]2[CH2:13][N:14]([CH:17]3[CH2:20][CH2:19][CH2:18]3)[C:15](=[O:16])[C:3]=12.C([Sn](CCCC)(CCCC)[C:26]1[CH:31]=[N:30][CH:29]=[CH:28][N:27]=1)CCC. (3) Given the product [N:33]([CH:18]([C:4]1[CH:3]=[C:2]([Cl:1])[C:7]2=[CH:8][O:9][N:10]=[C:6]2[C:5]=1[C:11]1[CH:16]=[CH:15][CH:14]=[C:13]([F:17])[CH:12]=1)[CH3:19])=[N+:34]=[N-:35], predict the reactants needed to synthesize it. The reactants are: [Cl:1][C:2]1[C:7]2=[CH:8][O:9][N:10]=[C:6]2[C:5]([C:11]2[CH:16]=[CH:15][CH:14]=[C:13]([F:17])[CH:12]=2)=[C:4]([CH:18](O)[CH3:19])[CH:3]=1.C(N(CC)CC)C.CS(Cl)(=O)=O.[N-:33]=[N+:34]=[N-:35].[Na+]. (4) Given the product [CH2:1]([O:3][C:4]([C:5]1[CH:6]=[C:7]2[C:8](=[CH:9][CH:10]=1)[N:11]=[CH:12][C:13]([S:14]([CH3:17])(=[O:15])=[O:16])=[C:18]2[OH:20])=[O:23])[CH3:2], predict the reactants needed to synthesize it. The reactants are: [CH2:1]([O:3][C:4](=[O:23])[C:5]1[CH:10]=[CH:9][C:8]([NH:11][CH:12]=[C:13]([C:18]([O:20]CC)=O)[S:14]([CH3:17])(=[O:16])=[O:15])=[CH:7][CH:6]=1)[CH3:2]. (5) The reactants are: Cl[C:2]1[CH:3]=[C:4]([CH2:8][CH2:9][CH2:10][N:11]([C@H:25]2[CH2:30][CH2:29][C@H:28](C)[CH2:27][CH2:26]2)[C:12](=[O:24])[NH:13][C:14]2[S:15][C:16]([S:19][CH2:20][C:21]([OH:23])=[O:22])=[CH:17][N:18]=2)[CH:5]=[CH:6][CH:7]=1.[CH3:32][O:33][C@H]1CC[C@H](N)CC1. Given the product [CH3:32][O:33][C@H:28]1[CH2:29][CH2:30][C@H:25]([N:11]([CH2:10][CH2:9][CH2:8][C:4]2[CH:3]=[CH:2][CH:7]=[CH:6][CH:5]=2)[C:12](=[O:24])[NH:13][C:14]2[S:15][C:16]([S:19][CH2:20][C:21]([OH:23])=[O:22])=[CH:17][N:18]=2)[CH2:26][CH2:27]1, predict the reactants needed to synthesize it.